From a dataset of Reaction yield outcomes from USPTO patents with 853,638 reactions. Predict the reaction yield, written as a fraction of the theoretical maximum amount of product (1.0 means a 100% yield; for example, 0.34 means a 34% yield). (1) The catalyst is CO. The yield is 0.990. The reactants are [NH2:1][C:2]1[N:3]=[N:4][CH:5]=[CH:6][C:7]=1[C:8]1[C:9](=[O:14])[CH2:10][CH2:11][CH2:12][CH:13]=1.[BH4-].[Na+]. The product is [NH2:1][C:2]1[N:3]=[N:4][CH:5]=[CH:6][C:7]=1[C@H:8]1[CH2:13][CH2:12][CH2:11][CH2:10][C@@H:9]1[OH:14]. (2) The reactants are [Cl:1][C:2]1[C:10]([CH3:11])=[CH:9][C:8]([I:12])=[C:7]2[C:3]=1[CH:4](O)[N:5](C(C)(C1C=CC=CC=1)C)[C:6]2=[O:13].FC(F)(F)C(O)=O.C([SiH](CC)CC)C.O. The catalyst is [N+](C)([O-])=O.CCCCCC.C(OCC)(=O)C. The product is [Cl:1][C:2]1[C:10]([CH3:11])=[CH:9][C:8]([I:12])=[C:7]2[C:3]=1[CH2:4][NH:5][C:6]2=[O:13]. The yield is 0.670.